This data is from Reaction yield outcomes from USPTO patents with 853,638 reactions. The task is: Predict the reaction yield, written as a fraction of the theoretical maximum amount of product (1.0 means a 100% yield; for example, 0.34 means a 34% yield). (1) The reactants are [C:1]([O:4][CH2:5][CH2:6][CH:7]([OH:20])[CH2:8][N:9]1[C:13](=[O:14])[C:12]2=[CH:15][CH:16]=[CH:17][CH:18]=[C:11]2[C:10]1=[O:19])(=[O:3])[CH3:2].C[N+]1([O-])CCOCC1. The catalyst is C(Cl)Cl.[Ru]([O-])(=O)(=O)=O.C([N+](CCC)(CCC)CCC)CC. The product is [C:1]([O:4][CH2:5][CH2:6][C:7](=[O:20])[CH2:8][N:9]1[C:10](=[O:19])[C:11]2=[CH:18][CH:17]=[CH:16][CH:15]=[C:12]2[C:13]1=[O:14])(=[O:3])[CH3:2]. The yield is 0.920. (2) The reactants are [CH3:1][S:2]([O:5][C:6]1[CH:7]=[C:8]([CH2:17][N:18]2[C:26]3[C:21](=[CH:22][CH:23]=[CH:24][CH:25]=3)[C:20]([CH2:27][C:28]3[CH:33]=[CH:32][CH:31]=[C:30]([C:34]([F:37])([F:36])[F:35])[CH:29]=3)=[C:19]2[C:38]([O:40][CH2:41][CH3:42])=[O:39])[CH:9]=[C:10]([O:12]S(C)(=O)=O)[CH:11]=1)(=[O:4])=[O:3].CCCC[N+](CCCC)(CCCC)CCCC.[F-].[NH4+].[Cl-]. The catalyst is C1COCC1. The product is [OH:12][C:10]1[CH:9]=[C:8]([CH2:17][N:18]2[C:26]3[C:21](=[CH:22][CH:23]=[CH:24][CH:25]=3)[C:20]([CH2:27][C:28]3[CH:33]=[CH:32][CH:31]=[C:30]([C:34]([F:37])([F:36])[F:35])[CH:29]=3)=[C:19]2[C:38]([O:40][CH2:41][CH3:42])=[O:39])[CH:7]=[C:6]([O:5][S:2]([CH3:1])(=[O:4])=[O:3])[CH:11]=1. The yield is 0.930. (3) The catalyst is CC(O)=O. The product is [Br:1][C:2]1[N:7]=[C:6]([NH2:8])[C:5]([O:9][CH3:10])=[CH:4][C:3]=1[Cl:11]. The yield is 0.350. The reactants are [Br:1][C:2]1[N:7]=[C:6]([NH2:8])[C:5]([O:9][CH3:10])=[CH:4][CH:3]=1.[Cl:11]N1C(=O)CCC1=O.